Dataset: Catalyst prediction with 721,799 reactions and 888 catalyst types from USPTO. Task: Predict which catalyst facilitates the given reaction. Reactant: [CH3:1][O:2][NH:3][CH:4]([CH2:7][C:8]1[C:13]([Cl:14])=[CH:12][C:11]([Cl:15])=[CH:10][C:9]=1[Cl:16])[CH2:5]O.C(N(S(F)(F)[F:23])CC)C. Product: [F:23][CH2:5][CH:4]([NH:3][O:2][CH3:1])[CH2:7][C:8]1[C:13]([Cl:14])=[CH:12][C:11]([Cl:15])=[CH:10][C:9]=1[Cl:16]. The catalyst class is: 4.